Dataset: Peptide-MHC class II binding affinity with 134,281 pairs from IEDB. Task: Regression. Given a peptide amino acid sequence and an MHC pseudo amino acid sequence, predict their binding affinity value. This is MHC class II binding data. The peptide sequence is QVAFSYFPPPAAKED. The MHC is HLA-DPA10103-DPB10301 with pseudo-sequence HLA-DPA10103-DPB10301. The binding affinity (normalized) is 0.212.